From a dataset of Forward reaction prediction with 1.9M reactions from USPTO patents (1976-2016). Predict the product of the given reaction. (1) Given the reactants [N:1]([CH2:4][C:5]1[C:14]2[C:9](=[CH:10][C:11]([O:15][CH2:16][C:17]3[CH:22]=[CH:21][CH:20]=[C:19]([Cl:23])[CH:18]=3)=[CH:12][CH:13]=2)[O:8][C:7](=[O:24])[CH:6]=1)=[N+]=[N-], predict the reaction product. The product is: [NH2:1][CH2:4][C:5]1[C:14]2[C:9](=[CH:10][C:11]([O:15][CH2:16][C:17]3[CH:22]=[CH:21][CH:20]=[C:19]([Cl:23])[CH:18]=3)=[CH:12][CH:13]=2)[O:8][C:7](=[O:24])[CH:6]=1. (2) Given the reactants Cl[C:2]1[CH:3]=[C:4]([C:13]2[C:25]3[C:24]4[C:19](=[CH:20][CH:21]=[CH:22][CH:23]=4)[N:18]([CH3:26])[C:17]=3[N:16]=[C:15]([CH3:27])[C:14]=2[C:28](OCC)=[O:29])[C:5]([CH3:12])=[C:6]2[C:11]=1[O:10][CH2:9][CH2:8][CH2:7]2.[H-].[H-].[H-].[H-].[Li+].[Al+3].CCN(CC)CC.C(O)=O, predict the reaction product. The product is: [CH3:27][C:15]1[C:14]([CH2:28][OH:29])=[C:13]([C:4]2[C:5]([CH3:12])=[C:6]3[C:11](=[CH:2][CH:3]=2)[O:10][CH2:9][CH2:8][CH2:7]3)[C:25]2[C:24]3[C:19](=[CH:20][CH:21]=[CH:22][CH:23]=3)[N:18]([CH3:26])[C:17]=2[N:16]=1. (3) Given the reactants Br[CH:2]([C:9]1[CH:14]=[CH:13][CH:12]=[CH:11][CH:10]=1)[C:3]1[CH:8]=[CH:7][CH:6]=[CH:5][CH:4]=1.[CH3:15][N:16]([C@@H:33]1[CH2:37][CH2:36][NH:35][CH2:34]1)[CH2:17][C:18]([N:20]([C:27]1[CH:32]=[CH:31][CH:30]=[CH:29][CH:28]=1)[C:21]1[CH:26]=[CH:25][CH:24]=[CH:23][CH:22]=1)=[O:19].C([O-])([O-])=O.[K+].[K+], predict the reaction product. The product is: [CH:2]([N:35]1[CH2:36][CH2:37][C@@H:33]([N:16]([CH3:15])[CH2:17][C:18]([N:20]([C:27]2[CH:32]=[CH:31][CH:30]=[CH:29][CH:28]=2)[C:21]2[CH:26]=[CH:25][CH:24]=[CH:23][CH:22]=2)=[O:19])[CH2:34]1)([C:9]1[CH:14]=[CH:13][CH:12]=[CH:11][CH:10]=1)[C:3]1[CH:8]=[CH:7][CH:6]=[CH:5][CH:4]=1. (4) Given the reactants Br[CH2:2][C:3]1[CH:8]=[CH:7][C:6]([C:9]2[CH:13]=[C:12]([C:14]([NH2:16])=[O:15])[O:11][N:10]=2)=[CH:5][CH:4]=1.[CH3:17][C:18]1[CH:23]=[CH:22][CH:21]=[C:20]([CH3:24])[C:19]=1[OH:25].C([O-])([O-])=O.[K+].[K+], predict the reaction product. The product is: [CH3:17][C:18]1[CH:23]=[CH:22][CH:21]=[C:20]([CH3:24])[C:19]=1[O:25][CH2:2][C:3]1[CH:8]=[CH:7][C:6]([C:9]2[CH:13]=[C:12]([C:14]([NH2:16])=[O:15])[O:11][N:10]=2)=[CH:5][CH:4]=1. (5) Given the reactants [CH:1]1([CH2:4][O:5][NH:6][C:7]([C:9]2[N:10]=[CH:11][C:12]3[N:13]([CH:24]=[N:25][CH:26]=3)[C:14]=2[NH:15][C:16]2[CH:21]=[CH:20][C:19](I)=[CH:18][C:17]=2[F:23])=[O:8])[CH2:3][CH2:2]1.COC(C1N=CC2N(C=NC=2)C=1NC1C=CC([Br:44])=CC=1F)=O, predict the reaction product. The product is: [Br:44][C:19]1[CH:20]=[CH:21][C:16]([NH:15][C:14]2[N:13]3[CH:24]=[N:25][CH:26]=[C:12]3[CH:11]=[N:10][C:9]=2[C:7]([NH:6][O:5][CH2:4][CH:1]2[CH2:3][CH2:2]2)=[O:8])=[C:17]([F:23])[CH:18]=1. (6) Given the reactants I[C:2]1[CH:3]=[C:4]2[C:9](=[CH:10][CH:11]=1)[O:8][CH:7]([C:12]([OH:14])=[O:13])[CH2:6][CH2:5]2.C(N(CC)CC)C.C(O)C.[C:25]([O:28][CH2:29][CH3:30])(=[O:27])C, predict the reaction product. The product is: [CH2:29]([O:28][C:25]([C:2]1[CH:3]=[C:4]2[C:9](=[CH:10][CH:11]=1)[O:8][CH:7]([C:12]([OH:14])=[O:13])[CH2:6][CH2:5]2)=[O:27])[CH3:30]. (7) Given the reactants [CH3:1][C:2]1([CH3:18])[O:6][C@@H:5]([C@@H:7]([C@@H:9]2[C@H:13]([CH2:14][OH:15])[O:12][C:11]([CH3:17])([CH3:16])[O:10]2)[OH:8])[CH2:4][O:3]1.[CH3:19][S:20](Cl)(=[O:22])=[O:21].C(=O)(O)[O-].[Na+].C(OCC)(=O)C, predict the reaction product. The product is: [CH3:1][C:2]1([CH3:18])[O:6][C@@H:5]([C@H:7]([O:8][S:20]([CH3:19])(=[O:22])=[O:21])[C@@H:9]2[C@H:13]([CH2:14][O:15][S:20]([CH3:19])(=[O:22])=[O:21])[O:12][C:11]([CH3:17])([CH3:16])[O:10]2)[CH2:4][O:3]1.